Dataset: Full USPTO retrosynthesis dataset with 1.9M reactions from patents (1976-2016). Task: Predict the reactants needed to synthesize the given product. The reactants are: [CH:1]1([C:6]2[CH:18]=[CH:17][C:9]([C:10]([O:12]C(C)(C)C)=[O:11])=[C:8]([NH:19][C:20]3[CH:25]=[CH:24][C:23]([F:26])=[CH:22][CH:21]=3)[CH:7]=2)[CH2:5][CH2:4][CH:3]=[CH:2]1. Given the product [CH:1]1([C:6]2[CH:18]=[CH:17][C:9]([C:10]([OH:12])=[O:11])=[C:8]([NH:19][C:20]3[CH:25]=[CH:24][C:23]([F:26])=[CH:22][CH:21]=3)[CH:7]=2)[CH2:2][CH2:3][CH2:4][CH2:5]1, predict the reactants needed to synthesize it.